From a dataset of Reaction yield outcomes from USPTO patents with 853,638 reactions. Predict the reaction yield, written as a fraction of the theoretical maximum amount of product (1.0 means a 100% yield; for example, 0.34 means a 34% yield). (1) The reactants are [C:1]([Br:5])(Br)(Br)Br.C1(P(C2C=CC=CC=2)C2C=CC=CC=2)C=CC=CC=1.[C:25]1([C:33]2[CH:38]=[CH:37][CH:36]=[CH:35][CH:34]=2)[CH:30]=[CH:29][C:28](CO)=[CH:27][CH:26]=1. The catalyst is ClCCl. The product is [Br:5][CH2:1][C:36]1[CH:37]=[CH:38][C:33]([C:25]2[CH:30]=[CH:29][CH:28]=[CH:27][CH:26]=2)=[CH:34][CH:35]=1. The yield is 0.950. (2) The reactants are [Cl:1][C:2]1[CH:35]=[CH:34][C:5]([C:6]([N:8]2[CH2:13][CH2:12][N:11]([CH:14]3[CH2:18][N:17]([C:19]4[CH:24]=[CH:23][C:22]([Cl:25])=[CH:21][C:20]=4[NH:26][C:27]([NH2:29])=[O:28])[CH2:16][CH:15]3[O:30]C(=O)C)[CH2:10][CH2:9]2)=[O:7])=[CH:4][CH:3]=1.C([O-])([O-])=O.[K+].[K+]. The catalyst is CO. The product is [Cl:25][C:22]1[CH:23]=[CH:24][C:19]([N:17]2[CH2:16][CH:15]([OH:30])[CH:14]([N:11]3[CH2:12][CH2:13][N:8]([C:6](=[O:7])[C:5]4[CH:34]=[CH:35][C:2]([Cl:1])=[CH:3][CH:4]=4)[CH2:9][CH2:10]3)[CH2:18]2)=[C:20]([NH:26][C:27]([NH2:29])=[O:28])[CH:21]=1. The yield is 0.500. (3) No catalyst specified. The product is [NH2:26][C:13]1[N:14]([CH3:17])[C:15](=[O:16])[C:11]2([C:4]3[C:5](=[CH:6][CH:7]=[C:2]([Br:1])[CH:3]=3)[O:8][CH:9]([CH:20]3[CH2:25][CH2:24][CH2:23][O:22][CH2:21]3)[CH2:10]2)[N:12]=1. The reactants are [Br:1][C:2]1[CH:3]=[C:4]2[C:11]3([C:15](=[O:16])[N:14]([CH3:17])[C:13](SC)=[N:12]3)[CH2:10][CH:9]([CH:20]3[CH2:25][CH2:24][CH2:23][O:22][CH2:21]3)[O:8][C:5]2=[CH:6][CH:7]=1.[NH4+:26].[I-].N.CCO. The yield is 1.00. (4) The reactants are [CH2:1]([C:3]1[N:7]([C:8]2[N:16]=[C:15]3[C:11]([N:12]=[C:13]([CH:18]=O)[N:14]3[CH3:17])=[C:10]([N:20]3[CH2:25][CH2:24][O:23][CH2:22][CH2:21]3)[N:9]=2)[C:6]2[CH:26]=[CH:27][CH:28]=[CH:29][C:5]=2[N:4]=1)[CH3:2].[NH:30]1[CH2:33][CH:32]([N:34]2[CH2:39][CH2:38][CH:37]([F:40])[CH2:36][CH2:35]2)[CH2:31]1.C(O[BH-](OC(=O)C)OC(=O)C)(=O)C.[Na+]. The catalyst is ClCCCl. The product is [CH2:1]([C:3]1[N:7]([C:8]2[N:16]=[C:15]3[C:11]([N:12]=[C:13]([CH2:18][N:30]4[CH2:33][CH:32]([N:34]5[CH2:39][CH2:38][CH:37]([F:40])[CH2:36][CH2:35]5)[CH2:31]4)[N:14]3[CH3:17])=[C:10]([N:20]3[CH2:25][CH2:24][O:23][CH2:22][CH2:21]3)[N:9]=2)[C:6]2[CH:26]=[CH:27][CH:28]=[CH:29][C:5]=2[N:4]=1)[CH3:2]. The yield is 0.450. (5) The yield is 0.480. The catalyst is CN1CCCC1=O. The product is [CH3:12][C:11]([N+:13]([O-:15])=[O:14])([CH3:16])[CH2:10][CH2:9][NH:8][C:6]1[N:7]=[C:2]([C:21]#[N:22])[CH:3]=[CH:4][C:5]=1[N+:17]([O-:19])=[O:18]. The reactants are Cl[C:2]1[N:7]=[C:6]([NH:8][CH2:9][CH2:10][C:11]([CH3:16])([N+:13]([O-:15])=[O:14])[CH3:12])[C:5]([N+:17]([O-:19])=[O:18])=[CH:4][CH:3]=1.[Cu][C:21]#[N:22].O. (6) No catalyst specified. The product is [CH2:1]([O:3][CH:4]([O:8][CH2:9][CH3:10])[C@@H:5]([NH:7][CH2:21][C:16]1[CH:17]=[CH:18][CH:19]=[C:20]2[C:15]=1[CH:14]=[CH:13][N:12]=[CH:11]2)[CH3:6])[CH3:2]. The yield is 0.950. The reactants are [CH2:1]([O:3][CH:4]([O:8][CH2:9][CH3:10])[C@@H:5]([NH2:7])[CH3:6])[CH3:2].[CH:11]1[C:20]2[CH:19]=[CH:18][CH:17]=[C:16]([CH:21]=O)[C:15]=2[CH:14]=[CH:13][N:12]=1. (7) The reactants are [CH2:1]([O:3][C:4]([C@H:6]1[CH2:11][CH2:10][C@H:9]([C:12]2[S:13][C:14](Br)=[C:15]([CH3:17])[N:16]=2)[CH2:8][CH2:7]1)=[O:5])[CH3:2].[Cl-].C[Zn+].[CH3:22]N1CCN(C)C1=O. The catalyst is C(N1C=CN(C(C)C)C1=[Pd-2](Cl)C1C(Cl)=CC=CN=1)(C)C.O1CCCC1. The product is [CH2:1]([O:3][C:4]([C@H:6]1[CH2:11][CH2:10][C@H:9]([C:12]2[S:13][C:14]([CH3:22])=[C:15]([CH3:17])[N:16]=2)[CH2:8][CH2:7]1)=[O:5])[CH3:2]. The yield is 0.570.